This data is from Full USPTO retrosynthesis dataset with 1.9M reactions from patents (1976-2016). The task is: Predict the reactants needed to synthesize the given product. Given the product [CH3:1][O:2][C:3](=[O:34])[C:4]([CH3:32])([CH3:33])[CH:5]([CH:29]1[CH2:31][CH2:30]1)[NH:6][C:7]([C:9]1[C:17]2[C:12](=[N:13][CH:14]=[C:15]([CH:18]3[CH2:19][CH2:20]3)[N:16]=2)[NH:11][CH:10]=1)=[O:8], predict the reactants needed to synthesize it. The reactants are: [CH3:1][O:2][C:3](=[O:34])[C:4]([CH3:33])([CH3:32])[CH:5]([CH:29]1[CH2:31][CH2:30]1)[NH:6][C:7]([C:9]1[C:17]2[C:12](=[N:13][CH:14]=[C:15]([CH:18]3[CH2:20][CH2:19]3)[N:16]=2)[N:11](COCC[Si](C)(C)C)[CH:10]=1)=[O:8].C(O)(C(F)(F)F)=O.